Dataset: Reaction yield outcomes from USPTO patents with 853,638 reactions. Task: Predict the reaction yield, written as a fraction of the theoretical maximum amount of product (1.0 means a 100% yield; for example, 0.34 means a 34% yield). (1) The reactants are [Cl:1][C:2]1[CH:7]=[CH:6][C:5]([CH2:8][N:9]2[CH2:14][CH2:13][NH:12][CH2:11][CH2:10]2)=[C:4]([N:15]2[CH2:20][CH2:19][N:18]3[N:21]=[CH:22][N:23]=[C:17]3[CH2:16]2)[CH:3]=1.[C:24](=O)([O:33]N1C(=O)CCC1=O)[O:25][N:26]1[C:30](=[O:31])[CH2:29][CH2:28][C:27]1=[O:32].C(N(CC)CC)C. The catalyst is CC#N. The product is [Cl:1][C:2]1[CH:7]=[CH:6][C:5]([CH2:8][N:9]2[CH2:10][CH2:11][N:12]([C:24]([O:25][N:26]3[C:30](=[O:31])[CH2:29][CH2:28][C:27]3=[O:32])=[O:33])[CH2:13][CH2:14]2)=[C:4]([N:15]2[CH2:20][CH2:19][N:18]3[N:21]=[CH:22][N:23]=[C:17]3[CH2:16]2)[CH:3]=1. The yield is 0.410. (2) The reactants are [CH:1]1([CH2:4][C@H:5]([N:9]2[CH2:17][C:16]3[C:11](=[CH:12][CH:13]=[CH:14][CH:15]=3)[C:10]2=[O:18])[C:6]([OH:8])=O)[CH2:3][CH2:2]1.[CH3:19][O:20][C:21]([CH3:30])([CH3:29])[CH2:22][N:23]1[CH:27]=[CH:26][C:25]([NH2:28])=[N:24]1.F[P-](F)(F)(F)(F)F.N1(O[P+](N(C)C)(N(C)C)N(C)C)C2C=CC=CC=2N=N1.C(N(CC)C(C)C)(C)C. The catalyst is C(Cl)Cl. The product is [CH:1]1([CH2:4][C@H:5]([N:9]2[CH2:17][C:16]3[C:11](=[CH:12][CH:13]=[CH:14][CH:15]=3)[C:10]2=[O:18])[C:6]([NH:28][C:25]2[CH:26]=[CH:27][N:23]([CH2:22][C:21]([O:20][CH3:19])([CH3:29])[CH3:30])[N:24]=2)=[O:8])[CH2:2][CH2:3]1. The yield is 0.340. (3) The reactants are [H-].[Na+].[C:3]([O:11][CH2:12][CH3:13])(=[O:10])[CH2:4][C:5]([O:7][CH2:8][CH3:9])=[O:6].Br[C:15]1[CH:16]=[CH:17][C:18]([N+:25]([O-:27])=[O:26])=[C:19]([C:21]([F:24])([F:23])[F:22])[CH:20]=1.Cl. The catalyst is CN(C)C=O. The product is [N+:25]([C:18]1[CH:17]=[CH:16][C:15]([CH:4]([C:5]([O:7][CH2:8][CH3:9])=[O:6])[C:3]([O:11][CH2:12][CH3:13])=[O:10])=[CH:20][C:19]=1[C:21]([F:22])([F:23])[F:24])([O-:27])=[O:26]. The yield is 0.420. (4) The reactants are [NH:1]1[CH2:6][CH2:5][CH2:4][CH:3]([NH:7][C:8]([C:10]2[S:14][C:13]([C:15]3[CH:20]=[CH:19][C:18]([Cl:21])=[CH:17][CH:16]=3)=[N:12][C:11]=2[CH3:22])=[O:9])[CH2:2]1.F[C:24]1[CH:31]=[CH:30][CH:29]=[CH:28][C:25]=1[CH:26]=[O:27]. No catalyst specified. The product is [Cl:21][C:18]1[CH:17]=[CH:16][C:15]([C:13]2[S:14][C:10]([C:8]([NH:7][CH:3]3[CH2:4][CH2:5][CH2:6][N:1]([C:24]4[CH:31]=[CH:30][CH:29]=[CH:28][C:25]=4[CH:26]=[O:27])[CH2:2]3)=[O:9])=[C:11]([CH3:22])[N:12]=2)=[CH:20][CH:19]=1. The yield is 0.170. (5) The reactants are [CH2:1]([OH:23])[C@H:2]1[O:7][C@@H:6]([O:8][C@H:9]2[C@H:14]([OH:15])[C@@H:13]([OH:16])[C@@H:12](O)[O:11][C@@H:10]2[CH2:18][OH:19])[C@H:5]([OH:20])[C@@H:4]([OH:21])[C@H:3]1[OH:22].O.[C:25]([NH:35][NH2:36])(=[O:34])[CH2:26][CH2:27][CH2:28][CH2:29][C:30]([NH:32][NH2:33])=[O:31].C(#N)C. The catalyst is O. The product is [OH:16][CH:13]1[CH:14]([OH:15])[CH:9]([O:8][CH:6]2[CH:5]([OH:20])[CH:4]([OH:21])[CH:3]([OH:22])[CH:2]([CH2:1][OH:23])[O:7]2)[CH:10]([CH2:18][OH:19])[O:11][CH:12]1[NH:36][NH:35][C:25]([CH2:26][CH2:27][CH2:28][CH2:29][C:30]([NH:32][NH2:33])=[O:31])=[O:34]. The yield is 0.730. (6) No catalyst specified. The product is [F:1][C:2]1[C:3]([F:12])=[CH:4][C:5]2[S:9][C:8](=[N:10][C:34](=[O:36])[C:33]3[CH:39]=[CH:40][C:23]([CH3:24])=[CH:22][CH:21]=3)[N:7]([CH:14]([CH2:19][CH3:20])[C:15]([OH:17])=[O:16])[C:6]=2[CH:11]=1. The yield is 0.530. The reactants are [F:1][C:2]1[C:3]([F:12])=[CH:4][C:5]2[S:9][C:8]([NH2:10])=[N:7][C:6]=2[CH:11]=1.Br[CH:14]([CH2:19][CH3:20])[C:15]([O:17]C)=[O:16].[CH3:21][C:22]1C=CC2N=C(N)S[C:24]=2[CH:23]=1.Br[CH:33]([CH2:39][CH3:40])[C:34]([O:36]CC)=O. (7) The reactants are Cl[C:2]1[N:7]=[C:6]([NH:8][C:9]2[CH:21]=[CH:20][C:12]3[CH2:13][CH2:14][N:15]([CH2:18][CH3:19])[CH2:16][CH2:17][C:11]=3[CH:10]=2)[C:5]([Cl:22])=[CH:4][N:3]=1.[CH2:23]([N:25]1[CH2:31][CH2:30][C:29]2[CH:32]=[C:33](N)[CH:34]=[CH:35][C:28]=2[CH2:27][CH2:26]1)[CH3:24].[C:37]12(CS(O)(=O)=O)C(C)(C)C(CC1)CC2=O. The catalyst is C(O)(C)C. The product is [Cl:22][C:5]1[C:6]([NH:8][C:9]2[CH:21]=[CH:20][C:12]3[CH2:13][CH2:14][N:15]([CH2:18][CH3:19])[CH2:16][CH2:17][C:11]=3[CH:10]=2)=[CH:37][C:2]([NH:7][C:33]2[CH:34]=[CH:35][C:28]3[CH2:27][CH2:26][N:25]([CH2:23][CH3:24])[CH2:31][CH2:30][C:29]=3[CH:32]=2)=[N:3][CH:4]=1. The yield is 0.760. (8) The reactants are [N:1]#[C:2]Br.[Br:4][C:5]1[CH:11]=[CH:10][C:8]([NH2:9])=[C:7](C)[CH:6]=1. The product is [Br:4][C:5]1[CH:11]=[CH:10][C:8]([NH:9][C:2]#[N:1])=[CH:7][CH:6]=1. The catalyst is C(OCC)C. The yield is 0.920. (9) The reactants are CO[C:3]1[CH:8]=[CH:7][C:6]([CH2:9][CH2:10]CC(O)=O)=[CH:5][CH:4]=1.[CH3:15][C:16]([CH3:18])=[O:17].[OH-:19].[Na+].Cl.[CH2:22](Cl)Cl. The catalyst is O. The product is [O:19]1[C:7]2[CH:8]=[CH:3][C:4](/[CH:22]=[CH:15]/[C:16](=[O:17])[CH3:18])=[CH:5][C:6]=2[CH2:9][CH2:10]1. The yield is 0.840. (10) The reactants are [CH3:16][C:11]1([CH3:17])[C:12]([CH3:15])([CH3:14])[O:13][B:9]([B:9]2[O:13][C:12]([CH3:15])([CH3:14])[C:11]([CH3:17])([CH3:16])[O:10]2)[O:10]1.Br[C:20]1[CH:32]=[CH:31][C:23]([CH2:24][N:25]2[CH2:30][CH2:29][O:28][CH2:27][CH2:26]2)=[C:22]([F:33])[CH:21]=1. The catalyst is C1C=CC(P(C2C=CC=CC=2)[C-]2C=CC=C2)=CC=1.C1C=CC(P(C2C=CC=CC=2)[C-]2C=CC=C2)=CC=1.Cl[Pd]Cl.[Fe+2].CN(C=O)C. The product is [F:33][C:22]1[CH:21]=[C:20]([B:9]2[O:10][C:11]([CH3:16])([CH3:17])[C:12]([CH3:14])([CH3:15])[O:13]2)[CH:32]=[CH:31][C:23]=1[CH2:24][N:25]1[CH2:26][CH2:27][O:28][CH2:29][CH2:30]1. The yield is 0.960.